Dataset: Reaction yield outcomes from USPTO patents with 853,638 reactions. Task: Predict the reaction yield, written as a fraction of the theoretical maximum amount of product (1.0 means a 100% yield; for example, 0.34 means a 34% yield). (1) The catalyst is C1(C)C=CC=CC=1.O.C1(C)C=CC(S(O)(=O)=O)=CC=1. The reactants are [Br:1][C:2]1[CH:9]=[CH:8][C:7]([F:10])=[CH:6][C:3]=1[CH:4]=[O:5].[CH2:11](O)[CH2:12][OH:13]. The product is [Br:1][C:2]1[CH:9]=[CH:8][C:7]([F:10])=[CH:6][C:3]=1[CH:4]1[O:13][CH2:12][CH2:11][O:5]1. The yield is 0.950. (2) The reactants are [Br:1][C:2]1[CH:3]=[C:4]2[C:8](=[CH:9][CH:10]=1)[NH:7][CH:6]=[CH:5]2.[OH-].[Na+].[OH-].C([N+](CCCC)(CCCC)CCCC)CCC.Br[CH2:32][CH2:33][O:34][CH3:35]. The catalyst is C1C=CC=CC=1. The product is [Br:1][C:2]1[CH:3]=[C:4]2[C:8](=[CH:9][CH:10]=1)[N:7]([CH2:32][CH2:33][O:34][CH3:35])[CH:6]=[CH:5]2. The yield is 1.00. (3) The reactants are [C:1]([C:5]1[CH:10]=[C:9]([F:11])[C:8]([N+:12]([O-])=O)=[CH:7][C:6]=1[OH:15])([CH3:4])([CH3:3])[CH3:2].C([O-])=O.[NH4+]. The catalyst is CCO.[Pd]. The product is [C:1]([C:5]1[CH:10]=[C:9]([F:11])[C:8]([NH2:12])=[CH:7][C:6]=1[OH:15])([CH3:4])([CH3:2])[CH3:3]. The yield is 0.830.